This data is from Full USPTO retrosynthesis dataset with 1.9M reactions from patents (1976-2016). The task is: Predict the reactants needed to synthesize the given product. (1) The reactants are: C(=O)([O-])[O-].[Na+].[Na+].Cl[CH2:8][CH2:9][CH2:10][C:11]1[CH:12]=[C:13]2[C:18](=[CH:19][CH:20]=1)[NH:17][C:16](=[O:21])[CH:15]([CH3:22])[CH2:14]2.Cl.[N:24]1([C:30]2[C:38]3[C:33](=[CH:34][CH:35]=[CH:36][CH:37]=3)[NH:32][N:31]=2)[CH2:29][CH2:28][NH:27][CH2:26][CH2:25]1. Given the product [NH:32]1[C:33]2[C:38](=[CH:37][CH:36]=[CH:35][CH:34]=2)[C:30]([N:24]2[CH2:25][CH2:26][N:27]([CH2:8][CH2:9][CH2:10][C:11]3[CH:12]=[C:13]4[C:18](=[CH:19][CH:20]=3)[NH:17][C:16](=[O:21])[CH:15]([CH3:22])[CH2:14]4)[CH2:28][CH2:29]2)=[N:31]1, predict the reactants needed to synthesize it. (2) Given the product [C:18]1([N:17]2[C:16]3[CH:24]=[CH:25][CH:26]=[CH:27][C:15]=3[N:14]=[C:13]2[CH2:12][N:9]2[C:4]3=[N:5][C:6]([NH2:8])=[N:7][CH:2]=[C:3]3[CH:11]=[N:10]2)[CH:23]=[CH:22][CH:21]=[CH:20][CH:19]=1, predict the reactants needed to synthesize it. The reactants are: Cl[C:2]1[N:7]=[C:6]([NH2:8])[N:5]=[C:4]2[N:9]([CH2:12][C:13]3[N:17]([C:18]4[CH:23]=[CH:22][CH:21]=[CH:20][CH:19]=4)[C:16]4[CH:24]=[CH:25][CH:26]=[CH:27][C:15]=4[N:14]=3)[N:10]=[CH:11][C:3]=12. (3) Given the product [O:20]1[CH:21]=[CH:22][C:18]([C:14]2[C:11]3[C:12]([CH3:13])=[C:8]([C:6]([OH:7])=[O:5])[O:9][C:10]=3[CH:17]=[CH:16][CH:15]=2)=[CH:19]1, predict the reactants needed to synthesize it. The reactants are: C([O:5][C:6]([C:8]1[O:9][C:10]2[CH:17]=[CH:16][CH:15]=[C:14]([C:18]3[CH:22]=[CH:21][O:20][CH:19]=3)[C:11]=2[C:12]=1[CH3:13])=[O:7])(C)(C)C.C(O)(C(F)(F)F)=O.ClCCl.